Task: Predict the product of the given reaction.. Dataset: Forward reaction prediction with 1.9M reactions from USPTO patents (1976-2016) (1) Given the reactants Cl[C:2]1C=CC=C(C(OO)=O)C=1.[CH:12]([C:15]1[C:16]([O:46][CH2:47][O:48][CH3:49])=[CH:17][C:18]([O:42][CH2:43][O:44][CH3:45])=[C:19]([C:21]2[N:25]([C:26]3[CH:31]=[CH:30][C:29]([CH2:32][N:33]4[CH2:38][CH2:37][N:36]([CH3:39])[CH2:35][CH2:34]4)=[CH:28][CH:27]=3)[C:24](SC)=[N:23][N:22]=2)[CH:20]=1)([CH3:14])[CH3:13].[S:50]([O-:54])([O-])(=[O:52])=S.[Na+].[Na+].S(=O)(O)[O-].[K+].C(=O)([O-])O.[Na+], predict the reaction product. The product is: [CH:12]([C:15]1[C:16]([O:46][CH2:47][O:48][CH3:49])=[CH:17][C:18]([O:42][CH2:43][O:44][CH3:45])=[C:19]([C:21]2[N:25]([C:26]3[CH:31]=[CH:30][C:29]([CH2:32][N:33]4[CH2:34][CH2:35][N:36]([CH3:39])[CH2:37][CH2:38]4)=[CH:28][CH:27]=3)[C:24]([S:50]([CH3:2])(=[O:54])=[O:52])=[N:23][N:22]=2)[CH:20]=1)([CH3:13])[CH3:14]. (2) Given the reactants [H-].[Na+].[F:3][C:4]1[CH:32]=[CH:31][C:7]([CH2:8][N:9]2[C:17]3[C:12](=[CH:13][CH:14]=[CH:15]C=3)[C:11]3[CH2:18][C@@H:19](CO)[N:20](C(OC(C)(C)C)=O)C[C:10]2=3)=[CH:6][CH:5]=1.BrCC1C=CC(F)=CC=1.C[N:43](C=O)C, predict the reaction product. The product is: [F:3][C:4]1[CH:32]=[CH:31][C:7]([CH2:8][N:9]2[C:17]3=[N:43][CH:15]=[CH:14][CH:13]=[C:12]3[C:11]([CH2:18][C:19]#[N:20])=[CH:10]2)=[CH:6][CH:5]=1.